This data is from Catalyst prediction with 721,799 reactions and 888 catalyst types from USPTO. The task is: Predict which catalyst facilitates the given reaction. (1) Reactant: [N:1]1([C:10]2[C:19]3[C:14](=[CH:15][CH:16]=[C:17]([C:20]4[CH:21]=[C:22]5[CH:28]=[CH:27][N:26]([Si](C(C)C)(C(C)C)C(C)C)[C:23]5=[N:24][CH:25]=4)[CH:18]=3)[N:13]=[CH:12][N:11]=2)[C:9]2[C:4](=[CH:5][CH:6]=[CH:7][CH:8]=2)[CH2:3][CH2:2]1.[F-].[Cs+]. Product: [N:1]1([C:10]2[C:19]3[C:14](=[CH:15][CH:16]=[C:17]([C:20]4[CH:21]=[C:22]5[CH:28]=[CH:27][NH:26][C:23]5=[N:24][CH:25]=4)[CH:18]=3)[N:13]=[CH:12][N:11]=2)[C:9]2[C:4](=[CH:5][CH:6]=[CH:7][CH:8]=2)[CH2:3][CH2:2]1. The catalyst class is: 10. (2) Reactant: [F:1][C:2]([F:14])([F:13])[C:3]1[N:4]=[CH:5][NH:6][C:7]=1[C:8](OCC)=[O:9].[H-].[Al+3].[Li+].[H-].[H-].[H-]. Product: [F:14][C:2]([F:1])([F:13])[C:3]1[N:4]=[CH:5][NH:6][C:7]=1[CH2:8][OH:9]. The catalyst class is: 1. (3) Reactant: [NH2:1][C:2]1[N:10]=[C:9]([O:11][CH2:12][CH2:13][CH2:14][CH3:15])[N:8]=[C:7]2[C:3]=1[NH:4][C:5](=[O:24])[N:6]2[CH2:16][CH2:17][CH2:18][NH:19][CH2:20][CH:21]([CH3:23])[CH3:22].[C:25]([N:32]1[CH2:36][C:35](=O)[CH2:34][CH2:33]1)([O:27][C:28]([CH3:31])([CH3:30])[CH3:29])=[O:26].[C:38](O[BH-](OC(=O)C)OC(=O)C)(=O)C.[Na+].N. Product: [C:28]([O:27][C:25]([N:32]1[CH2:36][CH2:35][CH:34]([N:19]([CH2:18][CH2:17][CH2:16][N:6]2[C:5](=[O:24])[NH:4][C:3]3[C:7]2=[N:8][C:9]([O:11][CH2:12][CH2:13][CH2:14][CH3:15])=[N:10][C:2]=3[NH2:1])[CH2:20][CH:21]([CH3:23])[CH3:22])[CH2:33][CH2:38]1)=[O:26])([CH3:29])([CH3:30])[CH3:31]. The catalyst class is: 60. (4) Reactant: C(=O)([O-])[OH:2].[Na+].[Cl:6][C:7]1[CH:29]=[CH:28][C:10]([CH2:11][NH:12][C:13](=[O:27])[CH2:14][C:15]2[CH:16]=[C:17]3[C:22](=[CH:23][CH:24]=2)[O:21][C:20]([CH3:26])([CH3:25])[CH:19]=[CH:18]3)=[CH:9][CH:8]=1.C1C=C(Cl)C=C(C(OO)=O)C=1. Product: [Cl:6][C:7]1[CH:8]=[CH:9][C:10]([CH2:11][NH:12][C:13](=[O:27])[CH2:14][C:15]2[CH:24]=[CH:23][C:22]3[O:21][C:20]([CH3:26])([CH3:25])[CH:19]4[O:2][CH:18]4[C:17]=3[CH:16]=2)=[CH:28][CH:29]=1. The catalyst class is: 4. (5) Reactant: [I:1][C:2]1[CH:3]=[CH:4][C:5]([O:9][CH3:10])=[C:6]([NH2:8])[CH:7]=1.Cl[C:12]1[C:17]([Cl:18])=[CH:16][N:15]=[C:14]([NH2:19])[N:13]=1.Cl.[OH-].[Na+]. Product: [Cl:18][C:17]1[C:12]([NH:8][C:6]2[CH:7]=[C:2]([I:1])[CH:3]=[CH:4][C:5]=2[O:9][CH3:10])=[N:13][C:14]([NH2:19])=[N:15][CH:16]=1. The catalyst class is: 12. (6) Reactant: [Cl:1][C:2]1[CH:7]=[C:6]([NH:8][CH2:9][CH:10]([N:12]2[CH2:17][CH2:16][O:15][CH2:14][CH2:13]2)[CH3:11])[N:5]2[N:18]=[CH:19][CH:20]=[C:4]2[N:3]=1.C(N(CC)CC)C.CN(C1C=CC=CN=1)C.[C:37]([O:41][C:42](O[C:42]([O:41][C:37]([CH3:40])([CH3:39])[CH3:38])=[O:43])=[O:43])([CH3:40])([CH3:39])[CH3:38]. Product: [Cl:1][C:2]1[CH:7]=[C:6]([N:8]([CH2:9][CH:10]([N:12]2[CH2:13][CH2:14][O:15][CH2:16][CH2:17]2)[CH3:11])[C:42](=[O:43])[O:41][C:37]([CH3:40])([CH3:39])[CH3:38])[N:5]2[N:18]=[CH:19][CH:20]=[C:4]2[N:3]=1. The catalyst class is: 2.